From a dataset of Forward reaction prediction with 1.9M reactions from USPTO patents (1976-2016). Predict the product of the given reaction. (1) Given the reactants [CH3:1][O:2][C:3]1[C:10]([O:11][CH3:12])=[C:9]([O:13][CH3:14])[CH:8]=[CH:7][C:4]=1[CH:5]=O.C([O-])(=O)C.[NH4+].[N+:20]([CH3:23])([O-:22])=[O:21], predict the reaction product. The product is: [CH3:14][O:13][C:9]1[CH:8]=[CH:7][C:4](/[CH:5]=[CH:23]\[N+:20]([O-:22])=[O:21])=[C:3]([O:2][CH3:1])[C:10]=1[O:11][CH3:12]. (2) Given the reactants [Cl:1][C:2]1[CH:8]=[CH:7][C:5]([NH2:6])=[CH:4][C:3]=1[C:9]1[CH:14]=[CH:13][CH:12]=[CH:11][N:10]=1.[N:15]1[CH:20]=[CH:19][CH:18]=[CH:17][C:16]=1[S:21]([CH2:24][C:25]1[CH:33]=[CH:32][C:28]([C:29](O)=[O:30])=[CH:27][CH:26]=1)(=[O:23])=[O:22], predict the reaction product. The product is: [Cl:1][C:2]1[CH:8]=[CH:7][C:5]([NH:6][C:29](=[O:30])[C:28]2[CH:27]=[CH:26][C:25]([CH2:24][S:21]([C:16]3[CH:17]=[CH:18][CH:19]=[CH:20][N:15]=3)(=[O:23])=[O:22])=[CH:33][CH:32]=2)=[CH:4][C:3]=1[C:9]1[CH:14]=[CH:13][CH:12]=[CH:11][N:10]=1. (3) The product is: [C:20]([O:7][C:6](=[O:8])[C:5]1[CH:9]=[CH:10][C:2]([Br:1])=[CH:3][CH:4]=1)([CH3:22])([CH3:21])[CH3:19]. Given the reactants [Br:1][C:2]1[CH:10]=[CH:9][C:5]([C:6]([OH:8])=[O:7])=[CH:4][CH:3]=1.FC(F)(F)S(O)(=O)=O.[CH3:19][C:20](=[CH2:22])[CH3:21], predict the reaction product. (4) Given the reactants [N+:1]([C:4]1[CH:13]=[CH:12][CH:11]=[C:10]2[C:5]=1[CH:6]=[CH:7][N:8]([CH2:15][CH2:16][NH:17][C:18](=[O:20])[CH3:19])[C:9]2=[O:14])([O-])=O.C(O)C, predict the reaction product. The product is: [NH2:1][C:4]1[CH:13]=[CH:12][CH:11]=[C:10]2[C:5]=1[CH:6]=[CH:7][N:8]([CH2:15][CH2:16][NH:17][C:18](=[O:20])[CH3:19])[C:9]2=[O:14]. (5) Given the reactants [CH:1]1([OH:7])[CH2:6][CH2:5][CH2:4][CH2:3][CH2:2]1.[H-].[Na+].[Br:10][C:11]1[CH:18]=[CH:17][CH:16]=[C:15](F)[C:12]=1[C:13]#[N:14], predict the reaction product. The product is: [Br:10][C:11]1[CH:18]=[CH:17][CH:16]=[C:15]([O:7][CH:1]2[CH2:6][CH2:5][CH2:4][CH2:3][CH2:2]2)[C:12]=1[C:13]#[N:14]. (6) Given the reactants O[C:2]1[C:7]([I:8])=[CH:6][C:5]([N+:9]([O-:11])=[O:10])=[CH:4][C:3]=1[NH:12][C:13](=[O:19])[O:14]C(C)(C)C.C1N=CN(C(N2C=NC=C2)=O)C=1, predict the reaction product. The product is: [I:8][C:7]1[C:2]2[O:19][C:13](=[O:14])[NH:12][C:3]=2[CH:4]=[C:5]([N+:9]([O-:11])=[O:10])[CH:6]=1. (7) Given the reactants [C:1]([NH:9][C:10]1[CH:15]=[CH:14][NH:13][C:12](=[O:16])[N:11]=1)(=[O:8])[C:2]1[CH:7]=[CH:6][CH:5]=[CH:4][CH:3]=1.[C:17]([O:25][CH2:26][C@@H:27]1[C@@H:31]([F:32])[C@:30]([O:34][C:35](=[O:42])[C:36]2[CH:41]=[CH:40][CH:39]=[CH:38][CH:37]=2)([CH3:33])[CH:29](OC(=O)C)[O:28]1)(=[O:24])[C:18]1[CH:23]=[CH:22][CH:21]=[CH:20][CH:19]=1.C1CCN2C(=NCCC2)CC1.[Si](OS(C(F)(F)F)(=O)=O)(C)(C)C, predict the reaction product. The product is: [C:17]([O:25][CH2:26][C@@H:27]1[C@@H:31]([F:32])[C@:30]([O:34][C:35](=[O:42])[C:36]2[CH:37]=[CH:38][CH:39]=[CH:40][CH:41]=2)([CH3:33])[C@H:29]([N:13]2[CH:14]=[CH:15][C:10]([NH:9][C:1](=[O:8])[C:2]3[CH:7]=[CH:6][CH:5]=[CH:4][CH:3]=3)=[N:11][C:12]2=[O:16])[O:28]1)(=[O:24])[C:18]1[CH:23]=[CH:22][CH:21]=[CH:20][CH:19]=1. (8) Given the reactants [CH3:1][O:2][C:3]1[CH:8]=[CH:7][C:6]([N:9]2[C:13]([C:14]3[CH:19]=[CH:18][C:17]([CH3:20])=[CH:16][CH:15]=3)=[CH:12][C:11]([CH2:21][CH:22]([C:26]3[C:34]4[C:29](=[CH:30][CH:31]=[CH:32][CH:33]=4)[N:28](COCC[Si](C)(C)C)[CH:27]=3)[C:23]([OH:25])=[O:24])=[N:10]2)=[CH:5][CH:4]=1.CCCC[N+](CCCC)(CCCC)CCCC.[F-], predict the reaction product. The product is: [NH:28]1[C:29]2[C:34](=[CH:33][CH:32]=[CH:31][CH:30]=2)[C:26]([CH:22]([CH2:21][C:11]2[CH:12]=[C:13]([C:14]3[CH:19]=[CH:18][C:17]([CH3:20])=[CH:16][CH:15]=3)[N:9]([C:6]3[CH:5]=[CH:4][C:3]([O:2][CH3:1])=[CH:8][CH:7]=3)[N:10]=2)[C:23]([OH:25])=[O:24])=[CH:27]1.